This data is from Reaction yield outcomes from USPTO patents with 853,638 reactions. The task is: Predict the reaction yield, written as a fraction of the theoretical maximum amount of product (1.0 means a 100% yield; for example, 0.34 means a 34% yield). (1) The product is [CH3:1][O:2][C:3]([C:5]1[C:10]([NH:11][C:12]2[CH:17]=[CH:16][C:15]([I:27])=[CH:14][C:13]=2[F:22])=[N:9][C:8]([CH2:23][NH:24][CH:25]=[O:26])=[CH:7][N:6]=1)=[O:4]. The catalyst is ClCCl. The yield is 0.990. The reactants are [CH3:1][O:2][C:3]([C:5]1[C:10]([NH:11][C:12]2[CH:17]=[CH:16][C:15]([Si](C)(C)C)=[CH:14][C:13]=2[F:22])=[N:9][C:8]([CH2:23][NH:24][CH:25]=[O:26])=[CH:7][N:6]=1)=[O:4].[I:27]Cl. (2) The reactants are [C:1]([C:3]1[N:11]=[CH:10][C:9]2[N:8](COCC[Si](C)(C)C)[C:7]3[N:20]=[CH:21][CH:22]=[C:23]([N:24]4[CH2:29][CH2:28][CH2:27][C@H:26]([N:30]([CH2:38][CH3:39])C(=O)OC(C)(C)C)[CH2:25]4)[C:6]=3[C:5]=2[CH:4]=1)#[N:2].Br.[OH-].[Na+].Cl. The catalyst is O1CCOCC1. The product is [CH2:38]([NH:30][C@H:26]1[CH2:27][CH2:28][CH2:29][N:24]([C:23]2[C:6]3[C:5]4[CH:4]=[C:3]([C:1]#[N:2])[N:11]=[CH:10][C:9]=4[NH:8][C:7]=3[N:20]=[CH:21][CH:22]=2)[CH2:25]1)[CH3:39]. The yield is 0.400. (3) The reactants are [NH2:1][C:2]1[CH:7]=[CH:6][CH:5]=[CH:4][N:3]=1.C[Si]([N-][Si](C)(C)C)(C)C.[K+].Cl[CH2:19][C:20]1[C:21]([C:26]2[CH:31]=[CH:30][CH:29]=[CH:28][CH:27]=2)=[N:22][O:23][C:24]=1[CH3:25]. The catalyst is C1COCC1.C(OCC)(=O)C. The product is [CH3:25][C:24]1[O:23][N:22]=[C:21]([C:26]2[CH:27]=[CH:28][CH:29]=[CH:30][CH:31]=2)[C:20]=1[CH2:19][NH:1][C:2]1[CH:7]=[CH:6][CH:5]=[CH:4][N:3]=1. The yield is 0.180.